The task is: Regression. Given a peptide amino acid sequence and an MHC pseudo amino acid sequence, predict their binding affinity value. This is MHC class I binding data.. This data is from Peptide-MHC class I binding affinity with 185,985 pairs from IEDB/IMGT. The peptide sequence is PYIEQGMMLA. The MHC is Patr-A0701 with pseudo-sequence Patr-A0701. The binding affinity (normalized) is 0.186.